This data is from NCI-60 drug combinations with 297,098 pairs across 59 cell lines. The task is: Regression. Given two drug SMILES strings and cell line genomic features, predict the synergy score measuring deviation from expected non-interaction effect. (1) Drug 1: C1CC(=O)NC(=O)C1N2CC3=C(C2=O)C=CC=C3N. Drug 2: C1CCC(C(C1)N)N.C(=O)(C(=O)[O-])[O-].[Pt+4]. Cell line: OVCAR-8. Synergy scores: CSS=10.4, Synergy_ZIP=-6.64, Synergy_Bliss=-4.35, Synergy_Loewe=-13.0, Synergy_HSA=-2.41. (2) Drug 1: CC1=C2C(C(=O)C3(C(CC4C(C3C(C(C2(C)C)(CC1OC(=O)C(C(C5=CC=CC=C5)NC(=O)C6=CC=CC=C6)O)O)OC(=O)C7=CC=CC=C7)(CO4)OC(=O)C)O)C)OC(=O)C. Synergy scores: CSS=74.6, Synergy_ZIP=0.971, Synergy_Bliss=-4.33, Synergy_Loewe=-4.04, Synergy_HSA=1.01. Drug 2: C1CC(CCC1OC2=C(C(=CC=C2)Cl)F)(CC3=NC(=CC=C3)NC4=NC=CS4)C(=O)O. Cell line: NCIH23. (3) Drug 1: CCCS(=O)(=O)NC1=C(C(=C(C=C1)F)C(=O)C2=CNC3=C2C=C(C=N3)C4=CC=C(C=C4)Cl)F. Cell line: SR. Synergy scores: CSS=74.4, Synergy_ZIP=4.19, Synergy_Bliss=3.44, Synergy_Loewe=-4.45, Synergy_HSA=4.82. Drug 2: CCC1=C2CN3C(=CC4=C(C3=O)COC(=O)C4(CC)O)C2=NC5=C1C=C(C=C5)O. (4) Drug 1: CC1C(C(CC(O1)OC2CC(CC3=C2C(=C4C(=C3O)C(=O)C5=C(C4=O)C(=CC=C5)OC)O)(C(=O)C)O)N)O.Cl. Drug 2: C1=NC2=C(N=C(N=C2N1C3C(C(C(O3)CO)O)O)F)N. Cell line: UACC62. Synergy scores: CSS=16.8, Synergy_ZIP=-5.39, Synergy_Bliss=-1.23, Synergy_Loewe=-0.0234, Synergy_HSA=-0.373. (5) Cell line: BT-549. Drug 2: C1CN1C2=NC(=NC(=N2)N3CC3)N4CC4. Synergy scores: CSS=40.5, Synergy_ZIP=-6.04, Synergy_Bliss=-4.43, Synergy_Loewe=-10.3, Synergy_HSA=-2.22. Drug 1: CC1=C2C(C(=O)C3(C(CC4C(C3C(C(C2(C)C)(CC1OC(=O)C(C(C5=CC=CC=C5)NC(=O)OC(C)(C)C)O)O)OC(=O)C6=CC=CC=C6)(CO4)OC(=O)C)O)C)O. (6) Drug 1: C1=CC(=CC=C1C#N)C(C2=CC=C(C=C2)C#N)N3C=NC=N3. Drug 2: CCC1(CC2CC(C3=C(CCN(C2)C1)C4=CC=CC=C4N3)(C5=C(C=C6C(=C5)C78CCN9C7C(C=CC9)(C(C(C8N6C)(C(=O)OC)O)OC(=O)C)CC)OC)C(=O)OC)O.OS(=O)(=O)O. Cell line: SF-268. Synergy scores: CSS=-0.836, Synergy_ZIP=-2.63, Synergy_Bliss=-7.58, Synergy_Loewe=-9.80, Synergy_HSA=-7.84. (7) Cell line: NCI/ADR-RES. Drug 2: CS(=O)(=O)OCCCCOS(=O)(=O)C. Drug 1: CC1=CC=C(C=C1)C2=CC(=NN2C3=CC=C(C=C3)S(=O)(=O)N)C(F)(F)F. Synergy scores: CSS=2.23, Synergy_ZIP=-1.51, Synergy_Bliss=-2.73, Synergy_Loewe=-6.47, Synergy_HSA=-5.42.